The task is: Regression. Given two drug SMILES strings and cell line genomic features, predict the synergy score measuring deviation from expected non-interaction effect.. This data is from NCI-60 drug combinations with 297,098 pairs across 59 cell lines. (1) Drug 1: CCN(CC)CCNC(=O)C1=C(NC(=C1C)C=C2C3=C(C=CC(=C3)F)NC2=O)C. Drug 2: C1CNP(=O)(OC1)N(CCCl)CCCl. Cell line: M14. Synergy scores: CSS=5.52, Synergy_ZIP=-2.48, Synergy_Bliss=-3.72, Synergy_Loewe=-7.23, Synergy_HSA=-6.37. (2) Synergy scores: CSS=0.243, Synergy_ZIP=-0.403, Synergy_Bliss=1.44, Synergy_Loewe=-2.08, Synergy_HSA=-0.911. Drug 1: C1CC(C1)(C(=O)O)C(=O)O.[NH2-].[NH2-].[Pt+2]. Drug 2: C(CN)CNCCSP(=O)(O)O. Cell line: OVCAR-5. (3) Drug 1: C1CN1C2=NC(=NC(=N2)N3CC3)N4CC4. Drug 2: C1C(C(OC1N2C=NC3=C2NC=NCC3O)CO)O. Cell line: BT-549. Synergy scores: CSS=21.4, Synergy_ZIP=7.83, Synergy_Bliss=9.52, Synergy_Loewe=-1.26, Synergy_HSA=6.33. (4) Drug 1: CCN(CC)CCNC(=O)C1=C(NC(=C1C)C=C2C3=C(C=CC(=C3)F)NC2=O)C. Drug 2: CC(C)NC(=O)C1=CC=C(C=C1)CNNC.Cl. Cell line: UACC62. Synergy scores: CSS=-0.165, Synergy_ZIP=-0.688, Synergy_Bliss=-2.06, Synergy_Loewe=-0.527, Synergy_HSA=-2.72. (5) Drug 1: C1=NC2=C(N=C(N=C2N1C3C(C(C(O3)CO)O)O)F)N. Drug 2: CC=C1C(=O)NC(C(=O)OC2CC(=O)NC(C(=O)NC(CSSCCC=C2)C(=O)N1)C(C)C)C(C)C. Cell line: TK-10. Synergy scores: CSS=21.9, Synergy_ZIP=-0.773, Synergy_Bliss=5.12, Synergy_Loewe=-41.6, Synergy_HSA=0.604. (6) Drug 1: CC1=C(C(CCC1)(C)C)C=CC(=CC=CC(=CC(=O)O)C)C. Drug 2: CCN(CC)CCCC(C)NC1=C2C=C(C=CC2=NC3=C1C=CC(=C3)Cl)OC. Cell line: PC-3. Synergy scores: CSS=1.56, Synergy_ZIP=-1.03, Synergy_Bliss=-1.90, Synergy_Loewe=-6.12, Synergy_HSA=-3.82.